This data is from Forward reaction prediction with 1.9M reactions from USPTO patents (1976-2016). The task is: Predict the product of the given reaction. (1) Given the reactants [F:1][CH2:2][CH:3]([OH:6])[CH2:4][F:5].[Li+].C[Si]([N-][Si](C)(C)C)(C)C.F[C:18]1[CH:23]=[C:22]([F:24])[CH:21]=[CH:20][C:19]=1[N+:25]([O-:27])=[O:26], predict the reaction product. The product is: [F:1][CH2:2][CH:3]([O:6][C:18]1[CH:23]=[C:22]([F:24])[CH:21]=[CH:20][C:19]=1[N+:25]([O-:27])=[O:26])[CH2:4][F:5]. (2) Given the reactants [CH3:1][CH:2]([CH3:15])[CH2:3][CH:4]([CH2:11][N+:12]([O-:14])=[O:13])[CH2:5][C:6]([O:8]CC)=[O:7].[OH-].[Li+], predict the reaction product. The product is: [N+:12]([CH2:11][CH:4]([CH2:3][CH:2]([CH3:15])[CH3:1])[CH2:5][C:6]([OH:8])=[O:7])([O-:14])=[O:13]. (3) Given the reactants [CH:1]1[C:10]2[C:5](=[C:6]([NH2:11])[CH:7]=[CH:8][CH:9]=2)[CH:4]=[CH:3][N:2]=1.[N:12]([C:15]1[CH:20]=[CH:19][CH:18]=[CH:17][C:16]=1[O:21][CH3:22])=[C:13]=[S:14].CS(C1C=CC(OC)=C(NC(NC2C=CC=C3C=2C=NN3C)=S)C=1)(=O)=O, predict the reaction product. The product is: [CH:1]1[C:10]2[C:5](=[C:6]([NH:11][C:13]([NH:12][C:15]3[CH:20]=[CH:19][CH:18]=[CH:17][C:16]=3[O:21][CH3:22])=[S:14])[CH:7]=[CH:8][CH:9]=2)[CH:4]=[CH:3][N:2]=1. (4) Given the reactants [H-].[Na+].[OH:3][C@H:4]1[CH2:8][CH2:7][O:6][CH2:5]1.[CH:9]([CH:12]1[C:17]2[N:18]=[CH:19][NH:20][C:16]=2[CH2:15][CH2:14][N:13]1[C:21](OCC(Cl)(Cl)Cl)=[O:22])([CH3:11])[CH3:10], predict the reaction product. The product is: [CH:9]([CH:12]1[C:17]2[N:18]=[CH:19][NH:20][C:16]=2[CH2:15][CH2:14][N:13]1[C:21]([O:3][C@H:4]1[CH2:8][CH2:7][O:6][CH2:5]1)=[O:22])([CH3:11])[CH3:10].